The task is: Regression. Given a peptide amino acid sequence and an MHC pseudo amino acid sequence, predict their binding affinity value. This is MHC class I binding data.. This data is from Peptide-MHC class I binding affinity with 185,985 pairs from IEDB/IMGT. The peptide sequence is MLLKGTLFM. The MHC is HLA-A68:02 with pseudo-sequence HLA-A68:02. The binding affinity (normalized) is 0.0847.